Dataset: Full USPTO retrosynthesis dataset with 1.9M reactions from patents (1976-2016). Task: Predict the reactants needed to synthesize the given product. (1) Given the product [C:4]([C:3]1[CH:11]([C:10]2[CH:13]=[CH:14][CH:15]=[CH:16][C:9]=2[Cl:8])[C:20]([C:19]([O:18][CH3:17])=[O:24])=[C:21]([CH3:22])[NH:23][C:2]=1[CH3:1])(=[O:6])[CH3:5], predict the reactants needed to synthesize it. The reactants are: [CH3:1][C:2](=O)[CH2:3][C:4](=[O:6])[CH3:5].[Cl:8][C:9]1[CH:16]=[CH:15][CH:14]=[CH:13][C:10]=1[CH:11]=O.[CH3:17][O:18][C:19](=[O:24])/[CH:20]=[C:21](\[NH2:23])/[CH3:22].CC(O)=O. (2) Given the product [N+:19]([C:16]1[CH:17]=[CH:18][CH:13]=[C:14]([N+:22]([O-:24])=[O:23])[C:15]=1[NH:2][C:3]1[CH:8]=[C:7]([O:9][CH3:10])[CH:6]=[CH:5][C:4]=1[OH:11])([O-:21])=[O:20], predict the reactants needed to synthesize it. The reactants are: Cl.[NH2:2][C:3]1[CH:8]=[C:7]([O:9][CH3:10])[CH:6]=[CH:5][C:4]=1[OH:11].Cl[C:13]1[CH:18]=[CH:17][C:16]([N+:19]([O-:21])=[O:20])=[CH:15][C:14]=1[N+:22]([O-:24])=[O:23].C([O-])(=O)C.[Na+]. (3) Given the product [Cl:1][C:2]1[CH:3]=[CH:4][C:5]2[N:11]3[CH:12]=[CH:13][CH:14]=[C:10]3[C@@H:9]([CH2:15][CH2:16][OH:17])[O:8][C@H:7]([C:20]3[C:25]([F:26])=[CH:24][CH:23]=[C:22]([O:27][CH3:28])[C:21]=3[O:29][CH3:30])[C:6]=2[CH:31]=1, predict the reactants needed to synthesize it. The reactants are: [Cl:1][C:2]1[CH:3]=[CH:4][C:5]2[N:11]3[CH:12]=[CH:13][CH:14]=[C:10]3[CH:9]([CH2:15][C:16](OC)=[O:17])[O:8][CH:7]([C:20]3[C:25]([F:26])=[CH:24][CH:23]=[C:22]([O:27][CH3:28])[C:21]=3[O:29][CH3:30])[C:6]=2[CH:31]=1.[H-].[Al+3].[Li+].[H-].[H-].[H-].[OH-].[Na+].